From a dataset of Full USPTO retrosynthesis dataset with 1.9M reactions from patents (1976-2016). Predict the reactants needed to synthesize the given product. (1) Given the product [CH3:16][CH:12]1[C:11]2=[CH:17][C:8]([NH2:3])=[N:9][N:10]2[CH2:15][CH2:14][O:13]1, predict the reactants needed to synthesize it. The reactants are: CC1[N:3]([C:8]2[CH:17]=[C:11]3[CH:12]([CH3:16])[O:13][CH2:14][CH2:15][N:10]3[N:9]=2)C(C)=CC=1.Cl.NO. (2) Given the product [CH2:20]([N:8]([CH2:1][C:2]1[CH:3]=[CH:4][CH:5]=[CH:6][CH:7]=1)[C:9]1[CH:10]=[CH:11][CH:12]=[C:13]2[C:18]=1[C:17](=[O:19])[N:16]([CH2:28][CH2:29][F:30])[CH2:15][CH2:14]2)[C:21]1[CH:26]=[CH:25][CH:24]=[CH:23][CH:22]=1, predict the reactants needed to synthesize it. The reactants are: [CH2:1]([N:8]([CH2:20][C:21]1[CH:26]=[CH:25][CH:24]=[CH:23][CH:22]=1)[C:9]1[CH:10]=[CH:11][CH:12]=[C:13]2[C:18]=1[C:17](=[O:19])[NH:16][CH2:15][CH2:14]2)[C:2]1[CH:7]=[CH:6][CH:5]=[CH:4][CH:3]=1.Br[CH2:28][CH2:29][F:30].[H-].[Na+]. (3) Given the product [NH2:29][C:25]1[N:26]=[C:27]([CH3:28])[C:22]([CH2:21][NH:20][C:18]([C:16]2[N:15]=[N:14][N:13]([CH2:12][C:8]3[CH:7]=[CH:6][C:5]4[C:10](=[CH:11][C:2]([Cl:1])=[CH:3][CH:4]=4)[N:9]=3)[CH:17]=2)=[O:19])=[C:23]([CH3:37])[CH:24]=1, predict the reactants needed to synthesize it. The reactants are: [Cl:1][C:2]1[CH:11]=[C:10]2[C:5]([CH:6]=[CH:7][C:8]([CH2:12][N:13]3[CH:17]=[C:16]([C:18]([NH:20][CH2:21][C:22]4[C:23]([CH3:37])=[CH:24][C:25]([NH:29]C(=O)OC(C)(C)C)=[N:26][C:27]=4[CH3:28])=[O:19])[N:15]=[N:14]3)=[N:9]2)=[CH:4][CH:3]=1.C(O)(C(F)(F)F)=O. (4) Given the product [CH2:3]([O:6][C@@H:7]([CH3:25])[CH2:8][C@@H:9]([CH3:24])[CH:10]([NH:16][C:17]([O:19][C:20]([CH3:23])([CH3:22])[CH3:21])=[O:18])[C:11]([OH:13])=[O:12])[CH:4]=[CH2:5], predict the reactants needed to synthesize it. The reactants are: [OH-].[Na+].[CH2:3]([O:6][C@@H:7]([CH3:25])[CH2:8][C@@H:9]([CH3:24])[CH:10]([NH:16][C:17]([O:19][C:20]([CH3:23])([CH3:22])[CH3:21])=[O:18])[C:11]([O:13]CC)=[O:12])[CH:4]=[CH2:5]. (5) Given the product [C:1]([NH:4][C:5]1[N:10]=[CH:9][C:8]([NH:11][C:12]([N:34]2[CH2:35][CH2:36][N:31]([C:29]3[S:28][N:27]=[C:26]([C:20]4[CH:25]=[CH:24][CH:23]=[CH:22][CH:21]=4)[N:30]=3)[CH2:32][CH2:33]2)=[O:19])=[CH:7][CH:6]=1)(=[O:3])[CH3:2], predict the reactants needed to synthesize it. The reactants are: [C:1]([NH:4][C:5]1[N:10]=[CH:9][C:8]([NH:11][C:12](=[O:19])OCC(Cl)(Cl)Cl)=[CH:7][CH:6]=1)(=[O:3])[CH3:2].[C:20]1([C:26]2[N:30]=[C:29]([N:31]3[CH2:36][CH2:35][NH:34][CH2:33][CH2:32]3)[S:28][N:27]=2)[CH:25]=[CH:24][CH:23]=[CH:22][CH:21]=1.C(N(C(C)C)CC)(C)C.O. (6) The reactants are: [F:1][C:2]([F:14])([F:13])[CH2:3][N:4]1[C:8]([CH3:9])=[C:7]([C:10]([NH2:12])=[O:11])[CH:6]=[N:5]1.Br[CH2:16][C:17]([C:19]1[CH:20]=[N:21][CH:22]=[CH:23][CH:24]=1)=O. Given the product [CH3:9][C:8]1[N:4]([CH2:3][C:2]([F:1])([F:13])[F:14])[N:5]=[CH:6][C:7]=1[C:10]1[O:11][CH:16]=[C:17]([C:19]2[CH:20]=[N:21][CH:22]=[CH:23][CH:24]=2)[N:12]=1, predict the reactants needed to synthesize it. (7) Given the product [CH2:1]([O:3][C:4]([C:6]1[N:7]([CH3:22])[C:8]([CH2:20][CH3:21])=[C:9]([C:18]#[N:19])[C:10]=1[C:11]1[CH:16]=[CH:15][C:14]([O:17][CH2:8][CH2:9][CH2:10][C:6]#[N:7])=[CH:13][CH:12]=1)=[O:5])[CH3:2], predict the reactants needed to synthesize it. The reactants are: [CH2:1]([O:3][C:4]([C:6]1[N:7]([CH3:22])[C:8]([CH2:20][CH3:21])=[C:9]([C:18]#[N:19])[C:10]=1[C:11]1[CH:16]=[CH:15][C:14]([OH:17])=[CH:13][CH:12]=1)=[O:5])[CH3:2].[H-].[Na+].O. (8) Given the product [CH2:9]([O:11][C:12]([C:14]1[C:19]([O:20][CH2:21][CH3:22])=[C:18]([N:23]2[CH2:24][CH2:25][O:26][CH2:27][CH2:28]2)[N:17]=[C:16]([C:29]2[CH:30]=[CH:31][C:32]([NH:35][C:36]([NH:8][N:5]3[CH2:6][CH2:7][N:2]([CH3:1])[CH2:3][CH2:4]3)=[O:37])=[CH:33][CH:34]=2)[N:15]=1)=[O:13])[CH3:10], predict the reactants needed to synthesize it. The reactants are: [CH3:1][N:2]1[CH2:7][CH2:6][N:5]([NH2:8])[CH2:4][CH2:3]1.[CH2:9]([O:11][C:12]([C:14]1[C:19]([O:20][CH2:21][CH3:22])=[C:18]([N:23]2[CH2:28][CH2:27][O:26][CH2:25][CH2:24]2)[N:17]=[C:16]([C:29]2[CH:34]=[CH:33][C:32]([NH:35][C:36](OC3C=CC=CC=3)=[O:37])=[CH:31][CH:30]=2)[N:15]=1)=[O:13])[CH3:10].CCN(CC)CC. (9) The reactants are: [CH3:1][CH:2]([CH3:9])[CH2:3][C:4](=O)[C:5]([OH:7])=[O:6].[Br:10][C:11]1[CH:17]=[CH:16][CH:15]=[CH:14][C:12]=1[NH2:13].C(O[BH-](OC(=O)C)OC(=O)C)(=O)C.[Na+]. Given the product [Br:10][C:11]1[CH:17]=[CH:16][CH:15]=[CH:14][C:12]=1[NH:13][CH:4]([CH2:3][CH:2]([CH3:9])[CH3:1])[C:5]([OH:7])=[O:6], predict the reactants needed to synthesize it. (10) Given the product [Br:24][CH2:14][C:12]1[CH:13]=[C:8]([C:5]2[CH:6]=[CH:7][C:2]([F:1])=[CH:3][CH:4]=2)[C:9](=[O:22])[N:10]([CH:16]2[CH2:21][CH2:20][CH2:19][CH2:18][O:17]2)[N:11]=1, predict the reactants needed to synthesize it. The reactants are: [F:1][C:2]1[CH:7]=[CH:6][C:5]([C:8]2[C:9](=[O:22])[N:10]([CH:16]3[CH2:21][CH2:20][CH2:19][CH2:18][O:17]3)[N:11]=[C:12]([CH2:14]O)[CH:13]=2)=[CH:4][CH:3]=1.C(Br)(Br)(Br)[Br:24].C1(P(C2C=CC=CC=2)C2C=CC=CC=2)C=CC=CC=1.